This data is from Full USPTO retrosynthesis dataset with 1.9M reactions from patents (1976-2016). The task is: Predict the reactants needed to synthesize the given product. (1) Given the product [CH:18]1([NH:21][C:22]([C:24]2[S:37][C:27]3=[N:28][C:29]([O:7][CH2:6][CH2:5][NH:4][C:1](=[O:3])[CH3:2])=[C:30]([Cl:33])[C:31]([CH3:32])=[C:26]3[C:25]=2[NH2:38])=[O:23])[CH2:20][CH2:19]1, predict the reactants needed to synthesize it. The reactants are: [C:1]([NH:4][CH2:5][CH2:6][OH:7])(=[O:3])[CH3:2].C[Si]([N-][Si](C)(C)C)(C)C.[Li+].[CH:18]1([NH:21][C:22]([C:24]2[S:37][C:27]3=[N:28][C:29](S(C)=O)=[C:30]([Cl:33])[C:31]([CH3:32])=[C:26]3[C:25]=2[NH2:38])=[O:23])[CH2:20][CH2:19]1. (2) Given the product [O:1]1[C:5]2[CH:6]=[CH:7][CH:8]=[CH:9][C:4]=2[CH:3]=[C:2]1[C:10]([NH:12][C:13]1([C:19]([NH:21][CH:22]2[CH2:27][CH2:26][N:25]([C:28]3[CH:33]=[CH:32][CH:31]=[CH:30][C:29]=3[NH:34][N:35]3[CH2:36][CH:37]=[CH:38][CH2:39]3)[CH2:24][C:23]2=[O:40])=[O:20])[CH2:18][CH2:17][CH2:16][CH2:15][CH2:14]1)=[O:11], predict the reactants needed to synthesize it. The reactants are: [O:1]1[C:5]2[CH:6]=[CH:7][CH:8]=[CH:9][C:4]=2[CH:3]=[C:2]1[C:10]([NH:12][C:13]1([C:19]([NH:21][CH:22]2[CH2:27][CH2:26][N:25]([C:28]3[CH:33]=[CH:32][CH:31]=[CH:30][C:29]=3[NH:34][N:35]3[CH2:39][CH:38]=[CH:37][CH2:36]3)[CH2:24][CH:23]2[OH:40])=[O:20])[CH2:18][CH2:17][CH2:16][CH2:15][CH2:14]1)=[O:11].C(N(CC)CC)C. (3) Given the product [N:21]1[CH:20]=[CH:19][C:18]([CH:15]2[CH2:16][CH2:17][C:12]3([CH2:8][NH:9][CH2:10][CH2:11]3)[CH2:13][CH2:14]2)=[CH:23][CH:22]=1, predict the reactants needed to synthesize it. The reactants are: C([CH:8]1[C:12]2([CH2:17][CH2:16][C:15]([C:18]3[CH:23]=[CH:22][N:21]=[CH:20][CH:19]=3)=[CH:14][CH2:13]2)[CH2:11][CH2:10][NH:9]1)C1C=CC=CC=1. (4) Given the product [C:19]([N:18]([CH2:17][C:13]1[CH:12]=[C:11]([CH:4]([CH:1]2[CH2:3][CH2:2]2)[CH2:5][C:6]([OH:8])=[O:7])[CH:16]=[CH:15][CH:14]=1)[C:22]1[CH:27]=[CH:26][C:25]([C:28]2[CH:33]=[C:32]([O:34][CH3:35])[CH:31]=[CH:30][C:29]=2[F:36])=[C:24]([CH2:37][C:38]([CH3:39])([CH3:41])[CH3:40])[CH:23]=1)(=[O:21])[CH3:20], predict the reactants needed to synthesize it. The reactants are: [CH:1]1([CH:4]([C:11]2[CH:16]=[CH:15][CH:14]=[C:13]([CH2:17][N:18]([C:22]3[CH:27]=[CH:26][C:25]([C:28]4[CH:33]=[C:32]([O:34][CH3:35])[CH:31]=[CH:30][C:29]=4[F:36])=[C:24]([CH2:37][C:38]([CH3:41])([CH3:40])[CH3:39])[CH:23]=3)[C:19](=[O:21])[CH3:20])[CH:12]=2)[CH2:5][C:6]([O:8]CC)=[O:7])[CH2:3][CH2:2]1.[OH-].[Na+].Cl. (5) Given the product [Br:13][C:11]1[C:10]([F:14])=[CH:9][C:8]([Cl:15])=[C:7]([OH:1])[CH:12]=1, predict the reactants needed to synthesize it. The reactants are: [OH-:1].[Na+].C(=O)([O-])OCC[C:7]1[CH:12]=[C:11]([Br:13])[C:10]([F:14])=[CH:9][C:8]=1[Cl:15].Cl. (6) Given the product [CH:13]1([NH:18][CH2:2][C:3]([N:5]2[C@@H:9]([CH3:10])[CH2:8][CH2:7][C@H:6]2[C:11]#[N:12])=[O:4])[CH2:17][CH2:16][CH2:15][CH2:14]1, predict the reactants needed to synthesize it. The reactants are: Cl[CH2:2][C:3]([N:5]1[C@@H:9]([CH3:10])[CH2:8][CH2:7][C@H:6]1[C:11]#[N:12])=[O:4].[CH:13]1([NH2:18])[CH2:17][CH2:16][CH2:15][CH2:14]1. (7) Given the product [F:7][C:8]1[C:9]([CH:28]=[O:29])=[C:10]2[C:16]([C:3]([OH:5])=[O:4])=[CH:15][N:14]([S:18]([C:21]3[CH:27]=[CH:26][C:24]([CH3:25])=[CH:23][CH:22]=3)(=[O:20])=[O:19])[C:11]2=[N:12][CH:13]=1, predict the reactants needed to synthesize it. The reactants are: [Cl-].[Li+].[CH:3]([O-:5])=[O:4].[Li+].[F:7][C:8]1[CH:13]=[N:12][C:11]2[N:14]([S:18]([C:21]3[CH:27]=[CH:26][C:24]([CH3:25])=[CH:23][CH:22]=3)(=[O:20])=[O:19])[CH:15]=[C:16](I)[C:10]=2[C:9]=1[CH:28]=[O:29].C(OC(=O)C)(=O)C.C(N(C(C)C)C(C)C)C. (8) Given the product [N+:1]([C:4]1[CH:13]=[C:12]2[C:7]([CH2:8][CH2:9][CH2:10][CH:11]2[S:34][C:31]2[CH:30]=[CH:29][C:28]([C:27]([F:26])([F:35])[F:36])=[CH:33][CH:32]=2)=[CH:6][CH:5]=1)([O-:3])=[O:2], predict the reactants needed to synthesize it. The reactants are: [N+:1]([C:4]1[CH:13]=[C:12]2[C:7]([CH2:8][CH2:9][CH2:10][CH:11]2OS(C)(=O)=O)=[CH:6][CH:5]=1)([O-:3])=[O:2].C(N(CC)CC)C.[F:26][C:27]([F:36])([F:35])[C:28]1[CH:33]=[CH:32][C:31]([SH:34])=[CH:30][CH:29]=1. (9) Given the product [CH3:18][Si:19]([CH3:21])([CH3:20])[C:22]#[C:23][C:2]1[CH:7]=[CH:6][C:5]([C:8]2[CH:13]=[CH:12][CH:11]=[CH:10][CH:9]=2)=[C:4]([C:14]([F:17])([F:16])[F:15])[CH:3]=1, predict the reactants needed to synthesize it. The reactants are: Br[C:2]1[CH:7]=[CH:6][C:5]([C:8]2[CH:13]=[CH:12][CH:11]=[CH:10][CH:9]=2)=[C:4]([C:14]([F:17])([F:16])[F:15])[CH:3]=1.[CH3:18][Si:19]([C:22]#[CH:23])([CH3:21])[CH3:20]. (10) The reactants are: [CH3:1][S:2]([C:31]1[CH:36]=[CH:35][CH:34]=[CH:33][CH:32]=1)(=[N:4][C:5]1[CH:10]=[C:9]([C:11]2[S:15][C:14]([C:16]3[CH:21]=[CH:20][C:19]([S:22][CH3:23])=[CH:18][CH:17]=3)=[N:13][C:12]=2[C:24]2[CH:25]=[C:26]([CH3:30])[CH:27]=[CH:28][CH:29]=2)[CH:8]=[CH:7][N:6]=1)=[O:3].CN(C=[O:41])C. Given the product [CH3:1][S:2]([C:31]1[CH:36]=[CH:35][CH:34]=[CH:33][CH:32]=1)(=[N:4][C:5]1[CH:10]=[C:9]([C:11]2[S:15][C:14]([C:16]3[CH:17]=[CH:18][C:19]([S:22]([CH3:23])=[O:41])=[CH:20][CH:21]=3)=[N:13][C:12]=2[C:24]2[CH:25]=[C:26]([CH3:30])[CH:27]=[CH:28][CH:29]=2)[CH:8]=[CH:7][N:6]=1)=[O:3], predict the reactants needed to synthesize it.